The task is: Predict the product of the given reaction.. This data is from Forward reaction prediction with 1.9M reactions from USPTO patents (1976-2016). Given the reactants [O:1]=[C:2]1[C@H:7]2[CH2:8][C@H:4]([CH:5]=[CH:6]2)[N:3]1[C:9]([O:11][C:12]([CH3:15])([CH3:14])[CH3:13])=[O:10].[OH2:16].C[N+]1([O-])CC[O:21]CC1.S(=O)(O)[O-].[Na+], predict the reaction product. The product is: [OH:16][C@H:6]1[C@@H:5]([OH:21])[C@H:4]2[CH2:8][C@@H:7]1[C:2](=[O:1])[N:3]2[C:9]([O:11][C:12]([CH3:15])([CH3:14])[CH3:13])=[O:10].